This data is from M1 muscarinic receptor antagonist screen with 61,756 compounds. The task is: Binary Classification. Given a drug SMILES string, predict its activity (active/inactive) in a high-throughput screening assay against a specified biological target. (1) The compound is O1CCn2c1nc(N(CC)CC)nc2=O. The result is 0 (inactive). (2) The molecule is Clc1ccc(/N=C2/SCC(/N2CC)=C\C(OC)=O)cc1. The result is 0 (inactive). (3) The drug is O(c1ccc(C2N=c3n([nH]c(n3)N)C(C2)c2cc(ccc2)C)cc1)CC. The result is 0 (inactive). (4) The molecule is s1c(nn2c1nc(cc2=O)C)CC(OCC)=O. The result is 0 (inactive). (5) The drug is O(C(=O)Cn1c2c(c(c1C)C#N)cccc2)CC. The result is 0 (inactive).